From a dataset of Forward reaction prediction with 1.9M reactions from USPTO patents (1976-2016). Predict the product of the given reaction. (1) Given the reactants [N:1]1[CH:6]=[CH:5][C:4](B(O)O)=[CH:3][C:2]=1[CH3:10].[C:11]([C:13]1([NH:16][C:17]([C@H:19]2[CH2:23][C@H:22]([S:24]([C:27]3[CH:32]=[CH:31][C:30](Br)=[CH:29][C:28]=3[C:34]([F:37])([F:36])[F:35])(=[O:26])=[O:25])[CH2:21][C@@H:20]2[O:38][CH:39]2[CH2:42][CH2:41][CH2:40]2)=[O:18])[CH2:15][CH2:14]1)#[N:12].C(C1(NC([C@H]2C[C@H](S(C3C=CC(Br)=CC=3C(F)(F)F)(=O)=O)C[C@@H]2OC)=O)CC1)#N, predict the reaction product. The product is: [C:11]([C:13]1([NH:16][C:17]([C@H:19]2[CH2:23][C@H:22]([S:24]([C:27]3[CH:32]=[CH:31][C:30]([C:4]4[CH:5]=[CH:6][N:1]=[C:2]([CH3:10])[CH:3]=4)=[CH:29][C:28]=3[C:34]([F:36])([F:35])[F:37])(=[O:26])=[O:25])[CH2:21][C@@H:20]2[O:38][CH:39]2[CH2:40][CH2:41][CH2:42]2)=[O:18])[CH2:14][CH2:15]1)#[N:12]. (2) Given the reactants N1CCOCC1.[N:7]1([C:13]([O:15][C:16]([CH3:19])([CH3:18])[CH3:17])=[O:14])[CH2:12][CH2:11][NH:10][CH2:9][CH2:8]1.IC1C=CC(S(Cl)(=O)=O)=CC=1.[Br:31][C:32]1[CH:33]=[C:34]([S:38](Cl)(=[O:40])=[O:39])[CH:35]=[CH:36][CH:37]=1, predict the reaction product. The product is: [Br:31][C:32]1[CH:33]=[C:34]([S:38]([N:10]2[CH2:11][CH2:12][N:7]([C:13]([O:15][C:16]([CH3:19])([CH3:18])[CH3:17])=[O:14])[CH2:8][CH2:9]2)(=[O:40])=[O:39])[CH:35]=[CH:36][CH:37]=1. (3) Given the reactants [N:1]1([C:5]2[C:10]([F:11])=[C:9]([NH:12][NH2:13])[N:8]=[C:7]([CH2:14][CH3:15])[N:6]=2)[CH2:4][CH2:3][CH2:2]1.[CH:16]1([CH2:21][C@H:22]([CH2:26][N:27]([CH:36]=[O:37])[O:28][CH2:29][C:30]2[CH:35]=[CH:34][CH:33]=[CH:32][CH:31]=2)[C:23](O)=[O:24])[CH2:20][CH2:19][CH2:18][CH2:17]1.C1C=NC2N(O)N=NC=2C=1.CN1CCOCC1.C(Cl)CCl, predict the reaction product. The product is: [N:1]1([C:5]2[N:6]=[C:7]([CH2:14][CH3:15])[N:8]=[C:9]([NH:12][NH:13][C:23](=[O:24])[C@H:22]([CH2:21][CH:16]3[CH2:17][CH2:18][CH2:19][CH2:20]3)[CH2:26][N:27]([O:28][CH2:29][C:30]3[CH:31]=[CH:32][CH:33]=[CH:34][CH:35]=3)[CH:36]=[O:37])[C:10]=2[F:11])[CH2:2][CH2:3][CH2:4]1. (4) Given the reactants CS([C:5]1[N:10]=[C:9]([C:11]2[N:15]3[CH:16]=[CH:17][CH:18]=[CH:19][C:14]3=[N:13][C:12]=2[C:20]2[CH:25]=[CH:24][CH:23]=[C:22]([CH3:26])[N:21]=2)[CH:8]=[CH:7][N:6]=1)(=O)=O.[CH3:27][N:28]1[CH2:33][CH2:32][N:31]([CH2:34][CH2:35][CH2:36][NH2:37])[CH2:30][CH2:29]1, predict the reaction product. The product is: [CH3:27][N:28]1[CH2:33][CH2:32][N:31]([CH2:34][CH2:35][CH2:36][NH:37][C:5]2[N:10]=[C:9]([C:11]3[N:15]4[CH:16]=[CH:17][CH:18]=[CH:19][C:14]4=[N:13][C:12]=3[C:20]3[CH:25]=[CH:24][CH:23]=[C:22]([CH3:26])[N:21]=3)[CH:8]=[CH:7][N:6]=2)[CH2:30][CH2:29]1. (5) The product is: [CH3:17][C@@H:13]1[CH2:14][CH2:15][CH2:16][N:12]1[CH2:11][CH2:10][C:8]1[O:9][C:5]2[CH:4]=[CH:3][C:2]([C:21]3[CH:22]=[CH:23][CH:24]=[CH:25][C:20]=3[CH3:19])=[CH:18][C:6]=2[CH:7]=1. Given the reactants Br[C:2]1[CH:3]=[CH:4][C:5]2[O:9][C:8]([CH2:10][CH2:11][N:12]3[CH2:16][CH2:15][CH2:14][C@H:13]3[CH3:17])=[CH:7][C:6]=2[CH:18]=1.[CH3:19][C:20]1[CH:25]=[CH:24][CH:23]=[CH:22][C:21]=1B(O)O.C([O-])([O-])=O.[Na+].[Na+], predict the reaction product. (6) Given the reactants [CH3:1][O:2][C:3](=[O:29])[CH2:4][C@H:5]1[C:9]2[CH:10]=[CH:11][C:12]([O:14][C@H:15]3[C:23]4[C:18](=[C:19](Br)[C:20]([C:24]([F:27])([F:26])[F:25])=[CH:21][CH:22]=4)[CH2:17][CH2:16]3)=[CH:13][C:8]=2[O:7][CH2:6]1.[CH2:30]1[C:32]2([CH2:37][CH2:36][NH+:35]([CH2:38][B-](F)(F)F)[CH2:34][CH2:33]2)[CH2:31]1, predict the reaction product. The product is: [CH3:1][O:2][C:3](=[O:29])[CH2:4][C@H:5]1[C:9]2[CH:10]=[CH:11][C:12]([O:14][C@H:15]3[C:23]4[C:18](=[C:19]([CH2:38][N:35]5[CH2:36][CH2:37][C:32]6([CH2:30][CH2:31]6)[CH2:33][CH2:34]5)[C:20]([C:24]([F:27])([F:26])[F:25])=[CH:21][CH:22]=4)[CH2:17][CH2:16]3)=[CH:13][C:8]=2[O:7][CH2:6]1. (7) Given the reactants [N+:1]([C:4]1[CH:10]=[CH:9][C:7]([NH2:8])=[CH:6][CH:5]=1)([O-:3])=[O:2].[CH:11]([O:13][CH2:14][CH3:15])=[CH2:12].FC(F)(F)C(O)=O.[O:23]([CH2:41][C:42]([CH3:46])([CH3:45])[CH:43]=O)[Si:24]([C:37]([CH3:40])([CH3:39])[CH3:38])([C:31]1[CH:36]=[CH:35][CH:34]=[CH:33][CH:32]=1)[C:25]1[CH:30]=[CH:29][CH:28]=[CH:27][CH:26]=1, predict the reaction product. The product is: [O:23]([CH2:41][C:42]([CH:46]1[CH2:12][CH:11]([O:13][CH2:14][CH3:15])[C:9]2[C:7](=[CH:6][CH:5]=[C:4]([N+:1]([O-:3])=[O:2])[CH:10]=2)[NH:8]1)([CH3:45])[CH3:43])[Si:24]([C:37]([CH3:38])([CH3:39])[CH3:40])([C:31]1[CH:32]=[CH:33][CH:34]=[CH:35][CH:36]=1)[C:25]1[CH:30]=[CH:29][CH:28]=[CH:27][CH:26]=1.